Dataset: Forward reaction prediction with 1.9M reactions from USPTO patents (1976-2016). Task: Predict the product of the given reaction. The product is: [C:1]1([C:21]2[CH:20]=[C:19]([C:28]3[CH:33]=[CH:32][CH:31]=[CH:30][CH:29]=3)[C:18]3[C:23](=[C:24]4[C:15](=[CH:16][CH:17]=3)[C:14]([C:11]3[CH:10]=[CH:9][CH:8]=[CH:13][CH:12]=3)=[CH:27][C:26]([C:1]3[CH:6]=[CH:5][CH:4]=[CH:3][CH:2]=3)=[N:25]4)[N:22]=2)[CH:6]=[CH:5][CH:4]=[CH:3][CH:2]=1. Given the reactants [C:1]1([Li])[CH:6]=[CH:5][CH:4]=[CH:3][CH:2]=1.[CH:8]1[CH:13]=[CH:12][C:11]([C:14]2[CH:27]=[CH:26][N:25]=[C:24]3[C:15]=2[CH:16]=[CH:17][C:18]2[C:23]3=[N:22][CH:21]=[CH:20][C:19]=2[C:28]2[CH:33]=[CH:32][CH:31]=[CH:30][CH:29]=2)=[CH:10][CH:9]=1.O, predict the reaction product.